This data is from Catalyst prediction with 721,799 reactions and 888 catalyst types from USPTO. The task is: Predict which catalyst facilitates the given reaction. Reactant: [Cl:1][C:2]1[N:7]=[C:6](Cl)[C:5]([CH:9]=[O:10])=[C:4]([Cl:11])[N:3]=1.C([O-])(O)=O.[Na+].[O:17]1[CH2:22][CH2:21][CH:20]([NH2:23])[CH2:19][CH2:18]1. Product: [Cl:1][C:2]1[N:3]=[C:4]([Cl:11])[C:5]([CH:9]=[O:10])=[C:6]([NH:23][CH:20]2[CH2:21][CH2:22][O:17][CH2:18][CH2:19]2)[N:7]=1. The catalyst class is: 1.